This data is from Reaction yield outcomes from USPTO patents with 853,638 reactions. The task is: Predict the reaction yield, written as a fraction of the theoretical maximum amount of product (1.0 means a 100% yield; for example, 0.34 means a 34% yield). (1) The reactants are [CH3:1][CH:2]([CH2:9][CH:10]([CH3:12])[CH3:11])[CH:3](O)[CH2:4][N+:5]([O-:7])=[O:6].S(Cl)([Cl:15])=O. The catalyst is C1(C)C=CC=CC=1.CN(C)C=O. The product is [Cl:15][CH:3]([CH:2]([CH3:1])[CH2:9][CH:10]([CH3:12])[CH3:11])[CH2:4][N+:5]([O-:7])=[O:6]. The yield is 0.724. (2) The reactants are [Br:1][C:2]1[CH:3]=[C:4]([CH:8]=[C:9]([Br:21])[C:10]=1[O:11][C:12]1[CH:17]=[CH:16][C:15]([N+:18]([O-:20])=[O:19])=[CH:14][CH:13]=1)[C:5]([OH:7])=O.[CH3:22][O:23][C:24](=[O:27])[CH2:25][NH2:26].Cl.C(N=C=NCCCN(C)C)C.O.ON1C2C=CC=CC=2N=N1.C(N(CC)CC)C. The catalyst is ClCCl. The product is [N+:18]([C:15]1[CH:16]=[CH:17][C:12]([O:11][C:10]2[C:9]([Br:21])=[CH:8][C:4]([C:5]([NH:26][CH2:25][C:24]([O:23][CH3:22])=[O:27])=[O:7])=[CH:3][C:2]=2[Br:1])=[CH:13][CH:14]=1)([O-:20])=[O:19]. The yield is 0.750.